From a dataset of Catalyst prediction with 721,799 reactions and 888 catalyst types from USPTO. Predict which catalyst facilitates the given reaction. (1) Reactant: [CH3:1][C:2]1[CH:7]=[C:6]([C:8]2[C:20]3[C:11](=[CH:12][C:13]4[NH:14][C:15](=[O:29])[N:16]([CH:21]([C:23]5[CH:28]=[CH:27][CH:26]=[CH:25][CH:24]=5)[CH3:22])[CH2:17][C:18]=4[N:19]=3)[N:10](COCC[Si](C)(C)C)[N:9]=2)[CH:5]=[CH:4][N:3]=1.C(O)(C(F)(F)F)=O. Product: [CH3:1][C:2]1[CH:7]=[C:6]([C:8]2[C:20]3[C:11](=[CH:12][C:13]4[NH:14][C:15](=[O:29])[N:16]([C@@H:21]([C:23]5[CH:28]=[CH:27][CH:26]=[CH:25][CH:24]=5)[CH3:22])[CH2:17][C:18]=4[N:19]=3)[NH:10][N:9]=2)[CH:5]=[CH:4][N:3]=1. The catalyst class is: 4. (2) Reactant: C([NH:8][C:9]1[N:14]=[C:13]2[N:15]([CH3:21])[C:16](=[O:20])[C:17]([CH3:19])([CH3:18])[C:12]2=[CH:11][CH:10]=1)C1C=CC=CC=1.[ClH:22]. Product: [ClH:22].[NH2:8][C:9]1[N:14]=[C:13]2[N:15]([CH3:21])[C:16](=[O:20])[C:17]([CH3:18])([CH3:19])[C:12]2=[CH:11][CH:10]=1. The catalyst class is: 29. (3) Reactant: [CH2:1]([O:8][C:9]1[CH:14]=[C:13]([CH3:15])[C:12]([CH3:16])=[CH:11][C:10]=1[NH:17]C(=O)C)[C:2]1[CH:7]=[CH:6][CH:5]=[CH:4][CH:3]=1.[OH-].[K+]. Product: [CH2:1]([O:8][C:9]1[CH:14]=[C:13]([CH3:15])[C:12]([CH3:16])=[CH:11][C:10]=1[NH2:17])[C:2]1[CH:7]=[CH:6][CH:5]=[CH:4][CH:3]=1. The catalyst class is: 88.